The task is: Predict the reactants needed to synthesize the given product.. This data is from Full USPTO retrosynthesis dataset with 1.9M reactions from patents (1976-2016). (1) Given the product [F:17][C:18]1[C:23]([O:11][C:10](=[O:12])[C@@H:9]2[CH2:13][C@@H:14]([OH:16])[CH2:15][N:8]2[C:1]([O:3][C:4]([CH3:7])([CH3:6])[CH3:5])=[O:2])=[C:22]([F:25])[C:21]([F:26])=[C:20]([F:27])[C:19]=1[F:28], predict the reactants needed to synthesize it. The reactants are: [C:1]([N:8]1[CH2:15][C@H:14]([OH:16])[CH2:13][C@H:9]1[C:10]([OH:12])=[O:11])([O:3][C:4]([CH3:7])([CH3:6])[CH3:5])=[O:2].[F:17][C:18]1[C:23](O)=[C:22]([F:25])[C:21]([F:26])=[C:20]([F:27])[C:19]=1[F:28].C1(N=C=NC2CCCCC2)CCCCC1. (2) Given the product [F:1][C:2]1[CH:3]=[C:4]([CH2:5][OH:6])[CH:8]=[C:9]([O:11][C:12]2[CH:17]=[CH:16][CH:15]=[CH:14][CH:13]=2)[CH:10]=1, predict the reactants needed to synthesize it. The reactants are: [F:1][C:2]1[CH:3]=[C:4]([CH:8]=[C:9]([O:11][C:12]2[CH:17]=[CH:16][CH:15]=[CH:14][CH:13]=2)[CH:10]=1)[C:5](O)=[O:6]. (3) Given the product [ClH:8].[ClH:8].[Cl:8][C:9]1[CH:10]=[C:11]([NH:22][C:23]2[C:32]3[C:27](=[CH:28][CH:29]=[CH:30][C:31]=3[O:7][C@H:5]([CH3:6])[CH2:4][N:2]([CH3:3])[CH3:1])[N:26]=[CH:25][N:24]=2)[CH:12]=[CH:13][C:14]=1[S:15][C:16]1[N:17]([CH3:21])[CH:18]=[CH:19][N:20]=1, predict the reactants needed to synthesize it. The reactants are: [CH3:1][NH:2][CH3:3].[CH2:4]1[O:7][C@@H:5]1[CH3:6].[Cl:8][C:9]1[CH:10]=[C:11]([NH:22][C:23]2[C:32]3[C:27](=[CH:28][CH:29]=[CH:30][C:31]=3F)[N:26]=[CH:25][N:24]=2)[CH:12]=[CH:13][C:14]=1[S:15][C:16]1[N:17]([CH3:21])[CH:18]=[CH:19][N:20]=1. (4) Given the product [CH3:19][N:20]1[CH:24]=[C:23]([C:2]2[CH:7]=[CH:6][C:5]([C:8]3[NH:9][C:10](=[O:18])[C:11]4[C:16]([CH:17]=3)=[CH:15][N:14]=[CH:13][CH:12]=4)=[CH:4][CH:3]=2)[CH:22]=[N:21]1, predict the reactants needed to synthesize it. The reactants are: Br[C:2]1[CH:7]=[CH:6][C:5]([C:8]2[NH:9][C:10](=[O:18])[C:11]3[C:16]([CH:17]=2)=[CH:15][N:14]=[CH:13][CH:12]=3)=[CH:4][CH:3]=1.[CH3:19][N:20]1[CH:24]=[C:23](B2OC(C)(C)C(C)(C)O2)[CH:22]=[N:21]1.C(=O)([O-])O.[Na+]. (5) Given the product [CH2:8]([O:7][C:5](=[O:6])[C:4]1[CH:10]=[CH:11][C:12]([O:13][CH2:20][C:21]2[CH:26]=[CH:25][CH:24]=[CH:23][CH:22]=2)=[C:2]([O:1][CH2:5][C:4]2[CH:10]=[CH:11][CH:12]=[CH:2][CH:3]=2)[CH:3]=1)[CH3:9], predict the reactants needed to synthesize it. The reactants are: [OH:1][C:2]1[CH:3]=[C:4]([CH:10]=[CH:11][C:12]=1[OH:13])[C:5]([O:7][CH2:8][CH3:9])=[O:6].C([O-])([O-])=O.[K+].[K+].[CH2:20](Br)[C:21]1[CH:26]=[CH:25][CH:24]=[CH:23][CH:22]=1. (6) Given the product [Cl:19][C:20]1[CH:25]=[CH:24][C:23](/[CH:26]=[CH:27]/[C:28]2[O:29][CH:30]=[C:31]([CH2:33][O:18][C:15]3[CH:14]=[CH:13][C:12]([CH2:11][CH2:10][CH2:9][CH2:8][N:3]4[CH:7]=[CH:6][N:5]=[N:4]4)=[CH:17][CH:16]=3)[N:32]=2)=[C:22]([F:35])[CH:21]=1, predict the reactants needed to synthesize it. The reactants are: [H-].[Na+].[N:3]1([CH2:8][CH2:9][CH2:10][CH2:11][C:12]2[CH:17]=[CH:16][C:15]([OH:18])=[CH:14][CH:13]=2)[CH:7]=[CH:6][N:5]=[N:4]1.[Cl:19][C:20]1[CH:25]=[CH:24][C:23]([CH:26]=[CH:27][C:28]2[O:29][CH:30]=[C:31]([CH2:33]Cl)[N:32]=2)=[C:22]([F:35])[CH:21]=1.